From a dataset of Full USPTO retrosynthesis dataset with 1.9M reactions from patents (1976-2016). Predict the reactants needed to synthesize the given product. (1) Given the product [CH2:17]([O:6][C:5](=[O:7])[C:4]1[CH:8]=[CH:9][C:10]([OH:11])=[C:2]([F:1])[CH:3]=1)[CH3:18], predict the reactants needed to synthesize it. The reactants are: [F:1][C:2]1[CH:3]=[C:4]([CH:8]=[CH:9][C:10]=1[OH:11])[C:5]([OH:7])=[O:6].S(=O)(=O)(O)O.[CH2:17](O)[CH3:18]. (2) Given the product [Br:10][C:8]1[C:2]([Cl:1])=[CH:3][C:4]([NH2:5])=[CH:6][C:7]=1[Cl:9], predict the reactants needed to synthesize it. The reactants are: [Cl:1][C:2]1[CH:3]=[C:4]([CH:6]=[C:7]([Cl:9])[CH:8]=1)[NH2:5].[Br:10]N1C(=O)CCC1=O. (3) Given the product [CH2:9]([N:8]([CH2:13][CH:14]([CH3:16])[CH3:15])[C:7]1[CH:6]=[CH:5][C:4]([C:17]2[CH:22]=[CH:21][CH:20]=[CH:19][C:18]=2[NH:23][S:24]([C:27]([F:30])([F:28])[F:29])(=[O:26])=[O:25])=[CH:3][C:2]=1[NH:1][C:32]([NH:31][C:34]1[CH:39]=[CH:38][C:37]([CH3:40])=[CH:36][CH:35]=1)=[O:33])[CH:10]([CH3:11])[CH3:12], predict the reactants needed to synthesize it. The reactants are: [NH2:1][C:2]1[CH:3]=[C:4]([C:17]2[CH:22]=[CH:21][CH:20]=[CH:19][C:18]=2[NH:23][S:24]([C:27]([F:30])([F:29])[F:28])(=[O:26])=[O:25])[CH:5]=[CH:6][C:7]=1[N:8]([CH2:13][CH:14]([CH3:16])[CH3:15])[CH2:9][CH:10]([CH3:12])[CH3:11].[N:31]([C:34]1[CH:39]=[CH:38][C:37]([CH3:40])=[CH:36][CH:35]=1)=[C:32]=[O:33].